The task is: Predict the reactants needed to synthesize the given product.. This data is from Full USPTO retrosynthesis dataset with 1.9M reactions from patents (1976-2016). (1) Given the product [Br:1][C:2]([C:12]1[CH:13]=[CH:14][CH:15]=[CH:16][CH:17]=1)=[C:3]([N+:9]#[C-:10])[C:4]([O:6][CH2:7][CH3:8])=[O:5], predict the reactants needed to synthesize it. The reactants are: [Br:1][C:2]([C:12]1[CH:17]=[CH:16][CH:15]=[CH:14][CH:13]=1)=[C:3]([NH:9][CH:10]=O)[C:4]([O:6][CH2:7][CH3:8])=[O:5].C(N(CC)CC)C.P(Cl)(Cl)(Cl)=O.C(=O)([O-])O.[Na+]. (2) Given the product [CH2:2]1[C:10]2[C:5](=[CH:6][CH:7]=[CH:8][CH:9]=2)[CH2:4][CH:3]1[N:11]1[C:15]([C:16]#[N:1])=[CH:14][N:13]=[CH:12]1, predict the reactants needed to synthesize it. The reactants are: [NH3:1].[CH2:2]1[C:10]2[C:5](=[CH:6][CH:7]=[CH:8][CH:9]=2)[CH2:4][CH:3]1[N:11]1[C:15]([CH2:16]O)=[CH:14][N:13]=[CH:12]1.[O-]S([O-])(=O)=O.[Mg+2].